The task is: Predict the product of the given reaction.. This data is from Forward reaction prediction with 1.9M reactions from USPTO patents (1976-2016). (1) The product is: [C:1]([N:4]1[CH2:9][CH2:8][N:7]([C:10]2[CH:11]=[CH:12][C:13]([NH:16][C:17](=[O:28])[CH2:18][C:19]3[CH:24]=[CH:23][C:22]([C:25]#[N:26])=[C:21]([C:34]4[CH:33]=[CH:32][N:31]=[C:30]([CH3:29])[CH:35]=4)[CH:20]=3)=[N:14][CH:15]=2)[CH2:6][CH2:5]1)(=[O:3])[CH3:2]. Given the reactants [C:1]([N:4]1[CH2:9][CH2:8][N:7]([C:10]2[CH:11]=[CH:12][C:13]([NH:16][C:17](=[O:28])[CH2:18][C:19]3[CH:24]=[CH:23][C:22]([C:25]#[N:26])=[C:21](Cl)[CH:20]=3)=[N:14][CH:15]=2)[CH2:6][CH2:5]1)(=[O:3])[CH3:2].[CH3:29][C:30]1[CH:35]=[C:34]([Sn](CCCC)(CCCC)CCCC)[CH:33]=[CH:32][N:31]=1, predict the reaction product. (2) Given the reactants CO[C:3](=[O:37])[CH2:4][N:5]1[CH2:11][C:10]([CH2:12][NH:13][S:14]([C:17]2[CH:22]=[CH:21][CH:20]=[CH:19][CH:18]=2)(=[O:16])=[O:15])=[CH:9][CH2:8][CH:7]([NH:23][C:24]([C:26]2[C:35]3[C:30](=[CH:31][CH:32]=[CH:33][CH:34]=3)[CH:29]=[CH:28][N:27]=2)=[O:25])[C:6]1=[O:36].[Li+].[OH-].C(OC(=O)[NH:45][C:46]1[CH:47]([O:52][CH2:53][CH3:54])[O:48][C:49](=[O:51])[CH:50]=1)C=C.C1(S(NCC2CN(CC(O)=O)C(=O)C(NC(C3C4C(=CC=CC=4)C=CN=3)=O)CC=2)(=O)=O)C=CC=CC=1.C1C=CC2N(O)N=NC=2C=1.CCN=C=NCCCN(C)C.Cl, predict the reaction product. The product is: [C:17]1([S:14]([NH:13][CH2:12][C:10]2[CH2:11][N:5]([CH2:4][C:3](=[O:37])[NH:45][CH:46]3[CH2:50][C:49](=[O:51])[O:48][CH:47]3[O:52][CH2:53][CH3:54])[C:6](=[O:36])[CH:7]([NH:23][C:24]([C:26]3[C:35]4[C:30](=[CH:31][CH:32]=[CH:33][CH:34]=4)[CH:29]=[CH:28][N:27]=3)=[O:25])[CH2:8][CH:9]=2)(=[O:16])=[O:15])[CH:18]=[CH:19][CH:20]=[CH:21][CH:22]=1.